The task is: Predict the reactants needed to synthesize the given product.. This data is from Full USPTO retrosynthesis dataset with 1.9M reactions from patents (1976-2016). Given the product [CH3:1][N:2]([CH3:3])[C:5]1[N:10]=[C:9]([N:11]([CH2:14][C:15]2[S:19][C:18]([Cl:20])=[N:17][CH:16]=2)[CH2:12][CH3:13])[C:8]([N+:21]([O-:23])=[O:22])=[CH:7][CH:6]=1, predict the reactants needed to synthesize it. The reactants are: [CH3:1][NH:2][CH3:3].Cl[C:5]1[N:10]=[C:9]([N:11]([CH2:14][C:15]2[S:19][C:18]([Cl:20])=[N:17][CH:16]=2)[CH2:12][CH3:13])[C:8]([N+:21]([O-:23])=[O:22])=[CH:7][CH:6]=1.C(=O)([O-])[O-].[K+].[K+].